Dataset: Full USPTO retrosynthesis dataset with 1.9M reactions from patents (1976-2016). Task: Predict the reactants needed to synthesize the given product. (1) Given the product [ClH:33].[ClH:33].[NH2:8][CH2:9][C:10]1[C:11]([CH2:29][CH:30]([CH3:32])[CH3:31])=[N:12][C:13]2[C:18]([C:19]=1[C:20]1[CH:25]=[CH:24][CH:23]=[CH:22][CH:21]=1)=[CH:17][C:16]([C:26]([OH:28])=[O:27])=[CH:15][CH:14]=2, predict the reactants needed to synthesize it. The reactants are: C(OC([NH:8][CH2:9][C:10]1[C:11]([CH2:29][CH:30]([CH3:32])[CH3:31])=[N:12][C:13]2[C:18]([C:19]=1[C:20]1[CH:25]=[CH:24][CH:23]=[CH:22][CH:21]=1)=[CH:17][C:16]([C:26]([OH:28])=[O:27])=[CH:15][CH:14]=2)=O)(C)(C)C.[ClH:33]. (2) Given the product [CH3:1][C@H:2]([NH:7][C:16](=[O:17])[C:15]1[CH:19]=[CH:20][C:12]([O:11][CH2:8][C:9]#[CH:10])=[C:13]([F:21])[CH:14]=1)[C:3]([CH3:6])([CH3:5])[CH3:4], predict the reactants needed to synthesize it. The reactants are: [CH3:1][C@H:2]([NH2:7])[C:3]([CH3:6])([CH3:5])[CH3:4].[CH2:8]([O:11][C:12]1[CH:20]=[CH:19][C:15]([C:16](Cl)=[O:17])=[CH:14][C:13]=1[F:21])[C:9]#[CH:10]. (3) The reactants are: [O:1]([CH2:9][C@H:10]1[C@H:18]2[N:13]([C:14]3[CH:22]=[CH:21][C:20]([N:23]4[CH:27]=[CH:26][O:25][C:24]4=[O:28])=[CH:19][C:15]=3[O:16][CH2:17]2)[C:12](=[O:29])[O:11]1)[Si](C(C)(C)C)(C)C.CCCC[N+](CCCC)(CCCC)CCCC.[F-]. Given the product [OH:1][CH2:9][C@H:10]1[C@H:18]2[N:13]([C:14]3[CH:22]=[CH:21][C:20]([N:23]4[CH:27]=[CH:26][O:25][C:24]4=[O:28])=[CH:19][C:15]=3[O:16][CH2:17]2)[C:12](=[O:29])[O:11]1, predict the reactants needed to synthesize it. (4) Given the product [CH2:40]([NH:42][C:45]([N:35]1[CH2:36][CH2:37][N:32]([C:30](=[O:31])[C:29]2[CH:28]=[CH:27][C:26](/[CH:25]=[CH:24]/[C:17]3[C:18]4[C:23](=[CH:22][CH:21]=[CH:20][CH:19]=4)[NH:15][N:16]=3)=[CH:39][CH:38]=2)[CH2:33][CH2:34]1)=[O:47])[CH3:41], predict the reactants needed to synthesize it. The reactants are: C1(N)C(F)=C(F)C(F)=C(N)C=1F.Cl.Cl.[NH:15]1[C:23]2[C:18](=[CH:19][CH:20]=[CH:21][CH:22]=2)[C:17](/[CH:24]=[CH:25]/[C:26]2[CH:39]=[CH:38][C:29]([C:30]([N:32]3[CH2:37][CH2:36][NH:35][CH2:34][CH2:33]3)=[O:31])=[CH:28][CH:27]=2)=[N:16]1.[CH2:40]([N:42]([CH2:45]C)CC)[CH3:41].[OH2:47].